The task is: Predict the reactants needed to synthesize the given product.. This data is from Full USPTO retrosynthesis dataset with 1.9M reactions from patents (1976-2016). (1) Given the product [CH3:18][O:19][C:20]([C@@:22]12[CH2:28][CH:27]([CH3:30])[CH:26]1[CH2:25][N:24]([C:31]([O:33][CH2:34][C:35]1[CH:40]=[CH:39][CH:38]=[CH:37][CH:36]=1)=[O:32])[CH2:23]2)=[O:21], predict the reactants needed to synthesize it. The reactants are: C[Si](C)(C)[N-][Si](C)(C)C.[K+].C1(C)C=CC=CC=1.[CH3:18][O:19][C:20]([CH:22]1[CH:26]([C@@H:27]([CH3:30])[CH2:28]I)[CH2:25][N:24]([C:31]([O:33][CH2:34][C:35]2[CH:40]=[CH:39][CH:38]=[CH:37][CH:36]=2)=[O:32])[CH2:23]1)=[O:21].[Cl-].[NH4+]. (2) Given the product [Br:11][CH2:10][C:3]1[CH:4]=[C:5]([CH:8]=[CH:9][C:2]=1[Cl:1])[C:6]#[N:7], predict the reactants needed to synthesize it. The reactants are: [Cl:1][C:2]1[CH:9]=[CH:8][C:5]([C:6]#[N:7])=[CH:4][C:3]=1[CH3:10].[Br:11]N1C(=O)CCC1=O. (3) Given the product [N:35]1[CH:36]=[CH:37][C:32]([C:30]2[N:31]=[C:25]([CH:11]3[CH2:12][CH:13]([C:15]4[CH:20]=[CH:19][C:18]([C:21]([F:22])([F:24])[F:23])=[CH:17][CH:16]=4)[CH2:14][N:9]([C:7]([N:1]4[CH2:6][CH2:5][O:4][CH2:3][CH2:2]4)=[O:8])[CH2:10]3)[O:26][N:29]=2)=[CH:33][CH:34]=1, predict the reactants needed to synthesize it. The reactants are: [N:1]1([C:7]([N:9]2[CH2:14][CH:13]([C:15]3[CH:20]=[CH:19][C:18]([C:21]([F:24])([F:23])[F:22])=[CH:17][CH:16]=3)[CH2:12][CH:11]([C:25](O)=[O:26])[CH2:10]2)=[O:8])[CH2:6][CH2:5][O:4][CH2:3][CH2:2]1.O[NH:29][C:30]([C:32]1[CH:37]=[CH:36][N:35]=[CH:34][CH:33]=1)=[NH:31].